Dataset: Retrosynthesis with 50K atom-mapped reactions and 10 reaction types from USPTO. Task: Predict the reactants needed to synthesize the given product. (1) Given the product CC(C)(C#N)CCCCOc1ccc(OCCCCCn2ccnc2)cc1, predict the reactants needed to synthesize it. The reactants are: CC(C)(CCCCOc1ccc(OCCCCCn2ccnc2)cc1)C(N)=O. (2) Given the product [N-]=[N+]=NCCO/N=C(\C(=O)O)c1csc(N)n1, predict the reactants needed to synthesize it. The reactants are: CCOC(=O)/C(=N\OCCN=[N+]=[N-])c1csc(N)n1.